Dataset: Full USPTO retrosynthesis dataset with 1.9M reactions from patents (1976-2016). Task: Predict the reactants needed to synthesize the given product. (1) Given the product [C:1]([N:8]1[CH2:13][CH2:12][C:11]([CH2:14][NH2:15])([C:16]2[CH:21]=[CH:20][C:19]([Cl:22])=[C:18]([Cl:23])[CH:17]=2)[CH2:10][CH2:9]1)([O:3][C:4]([CH3:7])([CH3:6])[CH3:5])=[O:2], predict the reactants needed to synthesize it. The reactants are: [C:1]([N:8]1[CH2:13][CH2:12][C:11]([C:16]2[CH:21]=[CH:20][C:19]([Cl:22])=[C:18]([Cl:23])[CH:17]=2)([C:14]#[N:15])[CH2:10][CH2:9]1)([O:3][C:4]([CH3:7])([CH3:6])[CH3:5])=[O:2].[OH-].[NH4+]. (2) Given the product [CH2:16]([N:18]([CH2:22][CH3:23])[CH2:19][CH2:20][NH:21][C:2]1[N:3]=[N+:4]([O-:15])[C:5]2[CH:11]=[C:10]3[CH2:12][CH2:13][O:14][C:9]3=[CH:8][C:6]=2[N:7]=1)[CH3:17], predict the reactants needed to synthesize it. The reactants are: Cl[C:2]1[N:3]=[N+:4]([O-:15])[C:5]2[CH:11]=[C:10]3[CH2:12][CH2:13][O:14][C:9]3=[CH:8][C:6]=2[N:7]=1.[CH2:16]([N:18]([CH2:22][CH3:23])[CH2:19][CH2:20][NH2:21])[CH3:17]. (3) Given the product [ClH:1].[ClH:1].[CH3:13][O:12][C:9]1[CH:10]=[C:11]2[C:6]([CH:5]=[N:4][N:3]=[C:2]2[NH:20][CH:21]2[CH2:22][CH2:23][N:24]([CH2:27][C:28]3[CH:37]=[CH:36][C:35]4[C:30](=[CH:31][CH:32]=[CH:33][CH:34]=4)[CH:29]=3)[CH2:25][CH2:26]2)=[C:7]([C:14]2[CH:19]=[CH:18][CH:17]=[CH:16][CH:15]=2)[CH:8]=1, predict the reactants needed to synthesize it. The reactants are: [Cl:1][C:2]1[C:11]2[C:6](=[C:7]([C:14]3[CH:19]=[CH:18][CH:17]=[CH:16][CH:15]=3)[CH:8]=[C:9]([O:12][CH3:13])[CH:10]=2)[CH:5]=[N:4][N:3]=1.[NH2:20][CH:21]1[CH2:26][CH2:25][N:24]([CH2:27][C:28]2[CH:37]=[CH:36][C:35]3[C:30](=[CH:31][CH:32]=[CH:33][CH:34]=3)[CH:29]=2)[CH2:23][CH2:22]1.